Regression. Given two drug SMILES strings and cell line genomic features, predict the synergy score measuring deviation from expected non-interaction effect. From a dataset of NCI-60 drug combinations with 297,098 pairs across 59 cell lines. Drug 1: CC(CN1CC(=O)NC(=O)C1)N2CC(=O)NC(=O)C2. Drug 2: C1C(C(OC1N2C=NC(=NC2=O)N)CO)O. Cell line: HOP-92. Synergy scores: CSS=16.4, Synergy_ZIP=-6.13, Synergy_Bliss=-4.19, Synergy_Loewe=-3.56, Synergy_HSA=-1.04.